The task is: Regression/Classification. Given a drug SMILES string, predict its absorption, distribution, metabolism, or excretion properties. Task type varies by dataset: regression for continuous measurements (e.g., permeability, clearance, half-life) or binary classification for categorical outcomes (e.g., BBB penetration, CYP inhibition). Dataset: hlm.. This data is from Human liver microsome stability data. The molecule is NCCCCN(C[C@H]1Cc2ccccc2CN1)[C@H]1CCCc2cccnc21. The result is 0 (unstable in human liver microsomes).